From a dataset of Forward reaction prediction with 1.9M reactions from USPTO patents (1976-2016). Predict the product of the given reaction. Given the reactants [F:1][C:2]1[CH:3]=[C:4]([CH2:16][C:17]([O:19][CH3:20])=[O:18])[CH:5]=[CH:6][C:7]=1OS(C(F)(F)F)(=O)=O.[B:21]1([B:21]2[O:25][C:24]([CH3:27])([CH3:26])[C:23]([CH3:29])([CH3:28])[O:22]2)[O:25][C:24]([CH3:27])([CH3:26])[C:23]([CH3:29])([CH3:28])[O:22]1.C([O-])(=O)C.[K+], predict the reaction product. The product is: [F:1][C:2]1[CH:3]=[C:4]([CH2:16][C:17]([O:19][CH3:20])=[O:18])[CH:5]=[CH:6][C:7]=1[B:21]1[O:25][C:24]([CH3:27])([CH3:26])[C:23]([CH3:29])([CH3:28])[O:22]1.